Task: Predict the reactants needed to synthesize the given product.. Dataset: Full USPTO retrosynthesis dataset with 1.9M reactions from patents (1976-2016) Given the product [Cl:25][C:6]1[C:5]2[C:10](=[CH:11][C:12]([O:13][CH2:14][CH2:15][CH2:16][N:17]3[CH2:21][CH2:20][CH2:19][CH2:18]3)=[C:3]([O:2][CH3:1])[CH:4]=2)[N:9]=[CH:8][CH:7]=1, predict the reactants needed to synthesize it. The reactants are: [CH3:1][O:2][C:3]1[CH:4]=[C:5]2[C:10](=[CH:11][C:12]=1[O:13][CH2:14][CH2:15][CH2:16][N:17]1[CH2:21][CH2:20][CH2:19][CH2:18]1)[NH:9][CH:8]=[CH:7][C:6]2=O.P(Cl)(Cl)([Cl:25])=O.[OH-].[K+].